Dataset: Forward reaction prediction with 1.9M reactions from USPTO patents (1976-2016). Task: Predict the product of the given reaction. (1) Given the reactants [CH2:1]([NH:5][C:6]1[N:14]=[CH:13][CH:12]=[CH:11][C:7]=1[C:8]([OH:10])=O)[CH2:2][CH2:3][CH3:4].CCN=C=NCCCN(C)C.C1C=CC2N(O)N=NC=2C=1.CCN(C(C)C)C(C)C.[CH3:45][C:46]([NH2:50])([C:48]#[CH:49])[CH3:47], predict the reaction product. The product is: [CH2:1]([NH:5][C:6]1[N:14]=[CH:13][CH:12]=[CH:11][C:7]=1[C:8]([NH:50][C:46]([CH3:47])([C:48]#[CH:49])[CH3:45])=[O:10])[CH2:2][CH2:3][CH3:4]. (2) Given the reactants C(NC([NH:6][C:7]1[S:8][C:9]2[C:15]([C:16]3[CH:21]=[CH:20][CH:19]=[CH:18][N:17]=3)=[CH:14][C:13]([C:22]3[CH:23]=[N:24][CH:25]=[CH:26][CH:27]=3)=[CH:12][C:10]=2[N:11]=1)=O)C, predict the reaction product. The product is: [N:24]1[CH:25]=[CH:26][CH:27]=[C:22]([C:13]2[CH:14]=[C:15]([C:16]3[CH:21]=[CH:20][CH:19]=[CH:18][N:17]=3)[C:9]3[S:8][C:7]([NH2:6])=[N:11][C:10]=3[CH:12]=2)[CH:23]=1. (3) Given the reactants C(N(CC)CC)C.C(O)(C)(C)C.[CH2:13]([O:16][C:17]1[CH:22]=[CH:21][C:20]([C:23](=[O:25])[CH3:24])=[CH:19][CH:18]=1)[CH2:14][CH3:15].Br[CH2:27][C:28]([C:30]1[CH:35]=[CH:34][CH:33]=[CH:32][C:31]=1[Cl:36])=[O:29], predict the reaction product. The product is: [Cl:36][C:31]1[CH:32]=[CH:33][CH:34]=[CH:35][C:30]=1[C:28](=[O:29])[CH2:27][CH2:24][C:23]([C:20]1[CH:19]=[CH:18][C:17]([O:16][CH2:13][CH2:14][CH3:15])=[CH:22][CH:21]=1)=[O:25]. (4) Given the reactants [Cl:1][C:2]1[CH:7]=[C:6]([Cl:8])[N:5]=[CH:4][C:3]=1[NH2:9].C(=O)([O-])[O-].[Na+].[Na+].[C:16](Cl)(Cl)=[S:17], predict the reaction product. The product is: [Cl:8][C:6]1[CH:7]=[C:2]([Cl:1])[C:3]([N:9]=[C:16]=[S:17])=[CH:4][N:5]=1. (5) Given the reactants [C:1]([NH:7][C:8](=[O:30])[NH:9][C:10]1[N:15]=[CH:14][C:13]([O:16][C:17]2[CH:22]=[CH:21][N:20]=[C:19]([NH:23][C:24](=[O:29])OC(C)=C)[CH:18]=2)=[CH:12][CH:11]=1)(=[O:6])[C:2]([CH3:5])([CH3:4])[CH3:3].[NH:31]1[CH2:35][CH2:34][CH2:33][CH2:32]1.CN1CCCC1, predict the reaction product. The product is: [C:1]([NH:7][C:8](=[O:30])[NH:9][C:10]1[N:15]=[CH:14][C:13]([O:16][C:17]2[CH:22]=[CH:21][N:20]=[C:19]([NH:23][C:24]([N:31]3[CH2:35][CH2:34][CH2:33][CH2:32]3)=[O:29])[CH:18]=2)=[CH:12][CH:11]=1)(=[O:6])[C:2]([CH3:3])([CH3:4])[CH3:5].